Dataset: Forward reaction prediction with 1.9M reactions from USPTO patents (1976-2016). Task: Predict the product of the given reaction. (1) Given the reactants [Br:1][C:2]1[CH:7]=[CH:6][C:5]([CH2:8][CH2:9][CH2:10][C:11]([NH:13][C:14]2[CH:15]=[CH:16][C:17]([S:30][CH2:31][CH3:32])=[C:18]([CH:29]=2)[CH2:19][N:20]([CH3:28])[C:21](=[O:27])[O:22][C:23]([CH3:26])([CH3:25])[CH3:24])=[O:12])=[CH:4][CH:3]=1.[C:33](OC(=O)N(CC1C=C(N)C=CC=1SC(C)C)C)(C)(C)C.BrC1C=CC(C(CC)C(O)=O)=CC=1, predict the reaction product. The product is: [Br:1][C:2]1[CH:3]=[CH:4][C:5]([CH2:8][CH2:9][CH2:10][C:11]([NH:13][C:14]2[CH:15]=[CH:16][C:17]([S:30][CH:31]([CH3:33])[CH3:32])=[C:18]([CH:29]=2)[CH2:19][N:20]([CH3:28])[C:21](=[O:27])[O:22][C:23]([CH3:26])([CH3:25])[CH3:24])=[O:12])=[CH:6][CH:7]=1. (2) Given the reactants [C:1]([O:5][C:6]([N:8]1[CH2:13][C@@H:12]([C:14](=[O:37])[NH:15][CH2:16][C:17]2([CH2:31][CH2:32][CH2:33][CH2:34][O:35][CH3:36])[C:30]3[CH:29]=[CH:28][CH:27]=[CH:26][C:25]=3[O:24][C:23]3[C:18]2=[CH:19][CH:20]=[CH:21][CH:22]=3)[CH2:11][C@@H:10]([C:38](O)=[O:39])[CH2:9]1)=[O:7])([CH3:4])([CH3:3])[CH3:2].Cl.[CH2:42]([NH:46][CH3:47])[CH:43]([CH3:45])[CH3:44], predict the reaction product. The product is: [C:1]([O:5][C:6]([N:8]1[CH2:13][C@@H:12]([C:14](=[O:37])[NH:15][CH2:16][C:17]2([CH2:31][CH2:32][CH2:33][CH2:34][O:35][CH3:36])[C:18]3[CH:19]=[CH:20][CH:21]=[CH:22][C:23]=3[O:24][C:25]3[C:30]2=[CH:29][CH:28]=[CH:27][CH:26]=3)[CH2:11][C@@H:10]([C:38](=[O:39])[N:46]([CH2:42][CH:43]([CH3:45])[CH3:44])[CH3:47])[CH2:9]1)=[O:7])([CH3:2])([CH3:4])[CH3:3]. (3) The product is: [F:1][C:2]1([F:13])[O:6][C:5]2[CH:7]=[CH:8][C:9]([CH2:11][NH:24][CH2:23][CH2:22][C:18]3[CH:19]=[CH:20][CH:21]=[C:16]([C:15]([F:14])([F:25])[F:26])[CH:17]=3)=[CH:10][C:4]=2[O:3]1. Given the reactants [F:1][C:2]1([F:13])[O:6][C:5]2[CH:7]=[CH:8][C:9]([CH:11]=O)=[CH:10][C:4]=2[O:3]1.[F:14][C:15]([F:26])([F:25])[C:16]1[CH:17]=[C:18]([CH2:22][CH2:23][NH2:24])[CH:19]=[CH:20][CH:21]=1.[BH4-].[Na+], predict the reaction product.